Dataset: Reaction yield outcomes from USPTO patents with 853,638 reactions. Task: Predict the reaction yield, written as a fraction of the theoretical maximum amount of product (1.0 means a 100% yield; for example, 0.34 means a 34% yield). (1) The reactants are [CH3:1][S:2]([C:5]1[CH:23]=[CH:22][C:8]([CH:9]=[C:10]2[C:19]3[C:14](=[CH:15][CH:16]=[CH:17][CH:18]=3)[CH2:13][CH2:12]/[C:11]/2=[N:20]\[OH:21])=[CH:7][CH:6]=1)(=[O:4])=[O:3].[CH2:24](Br)[C:25]1[CH:30]=[CH:29][CH:28]=[CH:27][CH:26]=1.C(=O)([O-])[O-].[K+].[K+].CN(C)C=O. The catalyst is ClCCl.O. The product is [CH2:24]([O:21]/[N:20]=[C:11]1/[C:10](=[CH:9][C:8]2[CH:7]=[CH:6][C:5]([S:2]([CH3:1])(=[O:4])=[O:3])=[CH:23][CH:22]=2)[C:19]2[C:14]([CH2:13][CH2:12]/1)=[CH:15][CH:16]=[CH:17][CH:18]=2)[C:25]1[CH:30]=[CH:29][CH:28]=[CH:27][CH:26]=1. The yield is 0.820. (2) The product is [F:1][C:2]1[CH:15]=[C:14]([N+:16]([O-:18])=[O:17])[CH:13]=[CH:12][C:3]=1[O:4][C:5]1[N:10]=[CH:9][N:8]=[C:7]([NH:11][C:19](=[O:49])[N:21]([CH3:24])[CH:34]2[CH2:33][CH2:32][N:41]([CH:44]3[CH2:45][N:46]([CH3:48])[CH2:47]3)[CH2:30][CH2:35]2)[CH:6]=1. The reactants are [F:1][C:2]1[CH:15]=[C:14]([N+:16]([O-:18])=[O:17])[CH:13]=[CH:12][C:3]=1[O:4][C:5]1[N:10]=[CH:9][N:8]=[C:7]([NH2:11])[CH:6]=1.[CH2:19]([N:21]([CH2:24]C)CC)C.ClC(O[C:30]1[CH:35]=[CH:34][CH:33]=[CH:32]C=1)=O.CNC1CC[N:41]([CH:44]2[CH2:47][N:46]([CH3:48])[CH2:45]2)CC1.[O:49]1CCCC1. The yield is 0.420. The catalyst is CCCCCC.CN(C)C=O.